This data is from Reaction yield outcomes from USPTO patents with 853,638 reactions. The task is: Predict the reaction yield, written as a fraction of the theoretical maximum amount of product (1.0 means a 100% yield; for example, 0.34 means a 34% yield). The reactants are F[C:2]1[CH:3]=[CH:4][C:5]([CH:8]=[O:9])=[N:6][CH:7]=1.[NH:10]1[CH2:15][CH2:14][C@H:13]([OH:16])[C@@H:12]([OH:17])[CH2:11]1.C(=O)([O-])[O-].[K+].[K+]. The catalyst is CS(C)=O. The product is [OH:17][C@@H:12]1[C@@H:13]([OH:16])[CH2:14][CH2:15][N:10]([C:2]2[CH:3]=[CH:4][C:5]([CH:8]=[O:9])=[N:6][CH:7]=2)[CH2:11]1. The yield is 0.550.